This data is from Forward reaction prediction with 1.9M reactions from USPTO patents (1976-2016). The task is: Predict the product of the given reaction. (1) Given the reactants [CH2:1]([C:5]1([CH3:31])[CH2:10][CH2:9][N:8]([C:11]2[C:12]3[N:13]([N:24]=[C:25]([C:27]([O:29][CH3:30])=[O:28])[CH:26]=3)[CH:14]=[C:15]([CH3:23])[C:16]=2[C@H:17]([OH:22])[C:18]([O:20][CH3:21])=[O:19])[CH2:7][CH2:6]1)[CH2:2][CH:3]=[CH2:4].FN(F)S(F)(=O)=O.ClC(Cl)(Cl)C(=N)O[C:43]([CH3:46])([CH3:45])[CH3:44].O, predict the reaction product. The product is: [CH2:1]([C:5]1([CH3:31])[CH2:10][CH2:9][N:8]([C:11]2[C:12]3[N:13]([N:24]=[C:25]([C:27]([O:29][CH3:30])=[O:28])[CH:26]=3)[CH:14]=[C:15]([CH3:23])[C:16]=2[C@H:17]([O:22][C:43]([CH3:46])([CH3:45])[CH3:44])[C:18]([O:20][CH3:21])=[O:19])[CH2:7][CH2:6]1)[CH2:2][CH:3]=[CH2:4]. (2) Given the reactants [F:1][C:2]1[CH:11]=[CH:10][C:9]([F:12])=[C:8]2[C:3]=1[CH:4]=[CH:5][CH2:6][O:7]2.C1C=C(Cl)C=C(C(OO)=[O:21])C=1.[O-]S([O-])(=S)=O.[Na+].[Na+], predict the reaction product. The product is: [F:1][C:2]1[CH:11]=[CH:10][C:9]([F:12])=[C:8]2[C:3]=1[CH:4]1[O:21][CH:5]1[CH2:6][O:7]2. (3) Given the reactants Cl[CH2:2][C:3]1[N:4]=[N:5][C:6]([C:9]2[C:14]([F:15])=[CH:13][CH:12]=[CH:11][C:10]=2[F:16])=[CH:7][CH:8]=1.[N-:17]=[N+:18]=[N-:19].[Na+].O, predict the reaction product. The product is: [N:17]([CH2:2][C:3]1[N:4]=[N:5][C:6]([C:9]2[C:14]([F:15])=[CH:13][CH:12]=[CH:11][C:10]=2[F:16])=[CH:7][CH:8]=1)=[N+:18]=[N-:19].